Dataset: Forward reaction prediction with 1.9M reactions from USPTO patents (1976-2016). Task: Predict the product of the given reaction. (1) Given the reactants [CH3:1][C:2]1[CH:7]=[C:6]([CH3:8])[CH:5]=[C:4]([N+:9]([O-])=O)[C:3]=1[NH:12][CH2:13][C:14]([N:16]([CH3:18])[CH3:17])=[O:15], predict the reaction product. The product is: [NH2:9][C:4]1[CH:5]=[C:6]([CH3:8])[CH:7]=[C:2]([CH3:1])[C:3]=1[NH:12][CH2:13][C:14]([N:16]([CH3:18])[CH3:17])=[O:15]. (2) Given the reactants [F:1][C:2]([F:32])([F:31])[S:3]([NH:6][CH2:7][CH2:8][C:9]1[S:10][C:11]([C:14]2[CH:19]=[CH:18][C:17]([NH:20][C:21]([NH:23][C:24]3[CH:29]=[CH:28][CH:27]=[CH:26][C:25]=3[F:30])=[NH:22])=[CH:16][CH:15]=2)=[CH:12][N:13]=1)(=[O:5])=[O:4].F[C:34](F)(F)S(NCCC1SC(C2C=CC(NC(NC3C=CC=CC=3F)=S)=CC=2)=CN=1)(=O)=O.N#CN, predict the reaction product. The product is: [F:32][C:2]([F:31])([F:1])[S:3]([NH:6][CH2:7][CH2:8][C:9]1[S:10][C:11]([C:14]2[CH:15]=[CH:16][C:17]([NH:20][C:21]([NH:23][C:24]3[CH:29]=[CH:28][CH:27]=[CH:26][C:25]=3[F:30])=[N:22][CH3:34])=[CH:18][CH:19]=2)=[CH:12][N:13]=1)(=[O:4])=[O:5].